This data is from Full USPTO retrosynthesis dataset with 1.9M reactions from patents (1976-2016). The task is: Predict the reactants needed to synthesize the given product. (1) Given the product [NH2:1][C@@H:2]([C@H:8]([OH:13])[C:9]([CH3:11])([CH3:10])[CH3:12])[C:3]([OH:5])=[O:4], predict the reactants needed to synthesize it. The reactants are: [NH2:1][C@@H:2]([C@H:8]([OH:13])[C:9]([CH3:12])([CH3:11])[CH3:10])[C:3]([O:5]CC)=[O:4]. (2) Given the product [C:11]([N:1]1[CH2:6][CH2:5][CH:4]([CH2:7][C:8]([OH:10])=[O:9])[CH2:3][CH2:2]1)(=[O:13])[CH3:12], predict the reactants needed to synthesize it. The reactants are: [NH:1]1[CH2:6][CH2:5][CH:4]([CH2:7][C:8]([OH:10])=[O:9])[CH2:3][CH2:2]1.[C:11](OC(=O)C)(=[O:13])[CH3:12]. (3) Given the product [CH3:20][O:19][C:17]([C@:9]1([CH3:22])[C@H:10]([C:11]2[CH:12]=[CH:13][CH:14]=[CH:15][CH:16]=2)[C@H:8]1[C:5]1[CH:4]=[CH:3][C:2]([Br:1])=[CH:7][CH:6]=1)=[O:18], predict the reactants needed to synthesize it. The reactants are: [Br:1][C:2]1[CH:7]=[CH:6][C:5]([C@@H:8]2[C@@H:10]([C:11]3[CH:16]=[CH:15][CH:14]=[CH:13][CH:12]=3)[C@H:9]2[C:17]([O:19][CH3:20])=[O:18])=[CH:4][CH:3]=1.[Li+].[CH3:22]C([N-]C(C)C)C.CI.